From a dataset of Retrosynthesis with 50K atom-mapped reactions and 10 reaction types from USPTO. Predict the reactants needed to synthesize the given product. (1) Given the product CC(C)(C)C(OCc1ccccc1Cl)C(C=C1CCCCC1)n1cncn1, predict the reactants needed to synthesize it. The reactants are: CC(C)(C)C(O)C(C=C1CCCCC1)n1cncn1.ClCc1ccccc1Cl. (2) Given the product COC(=O)CCc1cccc(O)c1, predict the reactants needed to synthesize it. The reactants are: C=[N+]=[N-].O=C(O)CCc1cccc(O)c1.